Dataset: Forward reaction prediction with 1.9M reactions from USPTO patents (1976-2016). Task: Predict the product of the given reaction. Given the reactants [CH3:1][O:2][C:3](=[O:38])[C:4]([O:7][C:8]1[CH:13]=[CH:12][C:11]([O:14][CH2:15][CH2:16][CH:17]([NH:23][C:24]([C:26]2[CH:31]=[CH:30][C:29]([C:32]3[CH:37]=[CH:36][CH:35]=[CH:34][CH:33]=3)=[CH:28][CH:27]=2)=[O:25])[C:18](=O)[CH2:19][CH2:20][CH3:21])=[CH:10][CH:9]=1)([CH3:6])[CH3:5].P(Cl)(Cl)(Cl)=O.O.[OH-].[Na+], predict the reaction product. The product is: [CH3:1][O:2][C:3](=[O:38])[C:4]([O:7][C:8]1[CH:13]=[CH:12][C:11]([O:14][CH2:15][CH2:16][C:17]2[N:23]=[C:24]([C:26]3[CH:31]=[CH:30][C:29]([C:32]4[CH:33]=[CH:34][CH:35]=[CH:36][CH:37]=4)=[CH:28][CH:27]=3)[O:25][C:18]=2[CH2:19][CH2:20][CH3:21])=[CH:10][CH:9]=1)([CH3:6])[CH3:5].